Task: Regression/Classification. Given a drug SMILES string, predict its absorption, distribution, metabolism, or excretion properties. Task type varies by dataset: regression for continuous measurements (e.g., permeability, clearance, half-life) or binary classification for categorical outcomes (e.g., BBB penetration, CYP inhibition). Dataset: cyp2c19_veith.. Dataset: CYP2C19 inhibition data for predicting drug metabolism from PubChem BioAssay (1) The drug is O=C1[C@H]2CC[C@@H]3/C(=N\OC[C@@H](O)COCc4ccco4)C[C@@H](O)[C@@H](O)[C@@H]3[C@@H]2C(=O)N1c1cccc(Oc2ccccc2)c1. The result is 0 (non-inhibitor). (2) The compound is O=C(O)c1ccccc1-c1ccc(/C=c2\sc3nc4cc(Br)cnc4n3c2=O)o1. The result is 1 (inhibitor). (3) The result is 0 (non-inhibitor). The compound is Cc1ccc(C)c(/C(=N\N=C(N)N)C2CC2)c1. (4) The drug is CN(C)Cc1ccccc1-c1nccc(Nc2ccc(F)cc2)n1. The result is 0 (non-inhibitor).